From a dataset of Full USPTO retrosynthesis dataset with 1.9M reactions from patents (1976-2016). Predict the reactants needed to synthesize the given product. (1) Given the product [Si:1]([O:8][CH2:9][C:10]1[N:15]=[CH:14][C:13]2[N:16]([C:19]3[S:23][C:22]([C:24]([O:26][CH3:27])=[O:25])=[C:21]([O:28][CH:36]([C:31]4[CH:32]=[CH:33][CH:34]=[CH:35][C:30]=4[F:29])[CH3:37])[CH:20]=3)[CH:17]=[N:18][C:12]=2[CH:11]=1)([C:4]([CH3:5])([CH3:6])[CH3:7])([CH3:2])[CH3:3], predict the reactants needed to synthesize it. The reactants are: [Si:1]([O:8][CH2:9][C:10]1[N:15]=[CH:14][C:13]2[N:16]([C:19]3[S:23][C:22]([C:24]([O:26][CH3:27])=[O:25])=[C:21]([OH:28])[CH:20]=3)[CH:17]=[N:18][C:12]=2[CH:11]=1)([C:4]([CH3:7])([CH3:6])[CH3:5])([CH3:3])[CH3:2].[F:29][C:30]1[CH:35]=[CH:34][CH:33]=[CH:32][C:31]=1[CH:36](O)[CH3:37].C1(P(C2C=CC=CC=2)C2C=CC=CC=2)C=CC=CC=1.N(C(OC(C)(C)C)=O)=NC(OC(C)(C)C)=O. (2) Given the product [CH3:38][O:37][C:34]1[CH:33]=[CH:32][C:31]([CH2:30][N:24]([C:25]2[S:26][CH:27]=[CH:28][N:29]=2)[S:21]([C:18]2[CH:19]=[CH:20][C:12]3[N:11]([C:3]4[CH:4]=[CH:5][C:6]([N+:8]([O-:10])=[O:9])=[CH:7][C:2]=4[C:48]4[CH2:53][CH2:52][N:51]([C:54]([O:56][C:57]([CH3:60])([CH3:59])[CH3:58])=[O:55])[CH2:50][CH:49]=4)[CH2:16][CH2:15][O:14][C:13]=3[CH:17]=2)(=[O:23])=[O:22])=[CH:36][CH:35]=1, predict the reactants needed to synthesize it. The reactants are: Br[C:2]1[CH:7]=[C:6]([N+:8]([O-:10])=[O:9])[CH:5]=[CH:4][C:3]=1[N:11]1[CH2:16][CH2:15][O:14][C:13]2[CH:17]=[C:18]([S:21]([N:24]([CH2:30][C:31]3[CH:36]=[CH:35][C:34]([O:37][CH3:38])=[CH:33][CH:32]=3)[C:25]3[S:26][CH:27]=[CH:28][N:29]=3)(=[O:23])=[O:22])[CH:19]=[CH:20][C:12]1=2.B1([C:48]2[CH2:53][CH2:52][N:51]([C:54]([O:56][C:57]([CH3:60])([CH3:59])[CH3:58])=[O:55])[CH2:50][CH:49]=2)OC(C)(C)C(C)(C)O1.C([O-])([O-])=O.[K+].[K+].